Predict the product of the given reaction. From a dataset of Forward reaction prediction with 1.9M reactions from USPTO patents (1976-2016). (1) Given the reactants CC1C=CC(S(O[C@@H:12]2[CH2:16][CH2:15][O:14][CH2:13]2)(=O)=O)=CC=1.[Br:17][C:18]1[CH:19]=[N:20][NH:21][CH:22]=1.C(=O)([O-])[O-].[Cs+].[Cs+], predict the reaction product. The product is: [Br:17][C:18]1[CH:19]=[N:20][N:21]([C@H:12]2[CH2:16][CH2:15][O:14][CH2:13]2)[CH:22]=1. (2) Given the reactants [OH:1][C:2]1[CH:3]=[C:4]2[C:9](=[CH:10][CH:11]=1)[C:8]([C:12]([O:14]C)=[O:13])=[CH:7][CH:6]=[C:5]2[CH3:16].C(=O)([O-])[O-].[Cs+].[Cs+].Cl[C:24]1[C:33]2[C:28](=[CH:29][C:30]([O:36][CH3:37])=[C:31]([O:34][CH3:35])[CH:32]=2)[N:27]=[CH:26][CH:25]=1, predict the reaction product. The product is: [CH3:35][O:34][C:31]1[CH:32]=[C:33]2[C:28](=[CH:29][C:30]=1[O:36][CH3:37])[N:27]=[CH:26][CH:25]=[C:24]2[O:1][C:2]1[CH:3]=[C:4]2[C:9](=[CH:10][CH:11]=1)[C:8]([C:12]([OH:14])=[O:13])=[CH:7][CH:6]=[C:5]2[CH3:16]. (3) The product is: [Cl:43][C:44]1[CH:51]=[CH:50][C:47]([CH:48]([OH:49])[C:11]2[C:6]3[C:5](=[O:23])[N:4]([CH2:24][CH2:25][CH2:26][O:27][CH:28]4[CH2:33][CH2:32][CH2:31][CH2:30][O:29]4)[C:3](=[O:34])[N:2]([CH3:1])[C:7]=3[N:8]=[CH:9][C:10]=2[O:12][C:13]2[CH:14]=[N:15][CH:16]=[C:17]([C:19]([F:22])([F:20])[F:21])[CH:18]=2)=[CH:46][CH:45]=1. Given the reactants [CH3:1][N:2]1[C:7]2[N:8]=[CH:9][C:10]([O:12][C:13]3[CH:14]=[N:15][CH:16]=[C:17]([C:19]([F:22])([F:21])[F:20])[CH:18]=3)=[CH:11][C:6]=2[C:5](=[O:23])[N:4]([CH2:24][CH2:25][CH2:26][O:27][CH:28]2[CH2:33][CH2:32][CH2:31][CH2:30][O:29]2)[C:3]1=[O:34].[Li+].CC([N-]C(C)C)C.[Cl:43][C:44]1[CH:51]=[CH:50][C:47]([CH:48]=[O:49])=[CH:46][CH:45]=1, predict the reaction product. (4) Given the reactants C([O:3][C:4]([C:6]1[C:15](=[O:16])[C:14]2[C:9](=[N:10][C:11]([N:18]3[CH2:22][CH:21]([OH:23])[CH:20]([NH:24][CH2:25][C:26]4[CH:31]=[CH:30][CH:29]=[CH:28][CH:27]=4)[CH2:19]3)=[C:12]([F:17])[CH:13]=2)[N:8](CCC#N)[CH:7]=1)=[O:5])C.[OH-].[Na+].Cl, predict the reaction product. The product is: [CH2:25]([NH:24][C@H:20]1[C@@H:21]([OH:23])[CH2:22][N:18]([C:11]2[N:10]=[C:9]3[C:14]([C:15](=[O:16])[C:6]([C:4]([OH:5])=[O:3])=[CH:7][NH:8]3)=[CH:13][C:12]=2[F:17])[CH2:19]1)[C:26]1[CH:31]=[CH:30][CH:29]=[CH:28][CH:27]=1. (5) Given the reactants [NH2:1][CH2:2][C@H:3]1[O:7][N:6]=[C:5]([C:8]2[N:13]=[CH:12][C:11]([C:14]3[CH:19]=[CH:18][C:17]([N:20]4[CH2:24][C@H:23]([CH2:25][N:26]5[CH:30]=[CH:29][N:28]=[N:27]5)[O:22][C:21]4=[O:31])=[CH:16][C:15]=3[F:32])=[CH:10][CH:9]=2)[CH2:4]1.CN(C(ON1N=NC2C=CC=NC1=2)=[N+](C)C)C.F[P-](F)(F)(F)(F)F.[C:57]([N:64]1[CH2:71][CH2:70][CH2:69][C@H:65]1[C:66](O)=[O:67])([O:59][C:60]([CH3:63])([CH3:62])[CH3:61])=[O:58].C(N(C(C)C)CC)(C)C, predict the reaction product. The product is: [F:32][C:15]1[CH:16]=[C:17]([N:20]2[CH2:24][C@H:23]([CH2:25][N:26]3[CH:30]=[CH:29][N:28]=[N:27]3)[O:22][C:21]2=[O:31])[CH:18]=[CH:19][C:14]=1[C:11]1[CH:10]=[CH:9][C:8]([C:5]2[CH2:4][C@@H:3]([CH2:2][NH:1][C:66]([C@@H:65]3[CH2:69][CH2:70][CH2:71][N:64]3[C:57]([O:59][C:60]([CH3:63])([CH3:62])[CH3:61])=[O:58])=[O:67])[O:7][N:6]=2)=[N:13][CH:12]=1. (6) Given the reactants [CH3:1][O:2][C:3]1[CH:8]=[CH:7][C:6]([NH:9][NH2:10])=[CH:5][CH:4]=1.Br[C:12]1[CH:19]=[CH:18][C:17]([Br:20])=[CH:16][C:13]=1[CH:14]=O, predict the reaction product. The product is: [Br:20][C:17]1[CH:16]=[C:13]2[C:12](=[CH:19][CH:18]=1)[N:9]([C:6]1[CH:7]=[CH:8][C:3]([O:2][CH3:1])=[CH:4][CH:5]=1)[N:10]=[CH:14]2.